From a dataset of Forward reaction prediction with 1.9M reactions from USPTO patents (1976-2016). Predict the product of the given reaction. (1) Given the reactants Cl.[N:2]12[CH2:9][CH2:8][CH:5]([CH2:6][CH2:7]1)[CH:4]([C:10]([OH:12])=[O:11])[CH2:3]2.C(Cl)CCl.C1C=CC2N(O)N=NC=2C=1.[CH3:27][O:28][C:29]1[CH:34]=[CH:33][C:32]([CH:35]([C:37]2[CH:42]=[CH:41][CH:40]=[CH:39][CH:38]=2)O)=[CH:31][CH:30]=1, predict the reaction product. The product is: [N:2]12[CH2:9][CH2:8][CH:5]([CH2:6][CH2:7]1)[CH:4]([C:10]([O:12][CH:35]([C:32]1[CH:31]=[CH:30][C:29]([O:28][CH3:27])=[CH:34][CH:33]=1)[C:37]1[CH:38]=[CH:39][CH:40]=[CH:41][CH:42]=1)=[O:11])[CH2:3]2. (2) Given the reactants [Cl:1][C:2]1[CH:31]=[CH:30][C:5]([CH2:6][N:7]2[C:15]3[C:10](=[CH:11][C:12](/[CH:16]=[C:17]4/[C:18](=[O:29])[N:19]([CH2:23][C@@H:24]5[CH2:28][CH2:27][CH2:26][NH:25]5)[C:20](=[O:22])[S:21]/4)=[CH:13][CH:14]=3)[CH:9]=[N:8]2)=[C:4]([C:32]([F:35])([F:34])[F:33])[CH:3]=1.CS(O[CH2:41][CH2:42][S:43]([CH3:46])(=[O:45])=[O:44])(=O)=O, predict the reaction product. The product is: [Cl:1][C:2]1[CH:31]=[CH:30][C:5]([CH2:6][N:7]2[C:15]3[C:10](=[CH:11][C:12](/[CH:16]=[C:17]4/[C:18](=[O:29])[N:19]([CH2:23][C@@H:24]5[CH2:28][CH2:27][CH2:26][N:25]5[CH2:41][CH2:42][S:43]([CH3:46])(=[O:45])=[O:44])[C:20](=[O:22])[S:21]/4)=[CH:13][CH:14]=3)[CH:9]=[N:8]2)=[C:4]([C:32]([F:35])([F:33])[F:34])[CH:3]=1. (3) Given the reactants [C:1]([O:5][C:6]([N:8]1[CH2:13][CH2:12][CH:11]([CH2:14][CH2:15][C:16]([N:18]2[CH2:23][CH2:22][CH2:21][C@@H:20]([C:24](O)=[O:25])[CH2:19]2)=[O:17])[CH2:10][CH2:9]1)=[O:7])([CH3:4])([CH3:3])[CH3:2].CN(C(ON1N=NC2C=CC=NC1=2)=[N+](C)C)C.F[P-](F)(F)(F)(F)F.[CH3:51][O:52][C:53](=[O:64])[CH2:54][CH:55]([NH2:63])[C:56]1[CH:61]=[CH:60][C:59]([OH:62])=[CH:58][CH:57]=1.C(N(C(C)C)C(C)C)C, predict the reaction product. The product is: [OH:62][C:59]1[CH:60]=[CH:61][C:56]([CH:55]([NH:63][C:24]([C@@H:20]2[CH2:21][CH2:22][CH2:23][N:18]([C:16](=[O:17])[CH2:15][CH2:14][CH:11]3[CH2:12][CH2:13][N:8]([C:6]([O:5][C:1]([CH3:3])([CH3:2])[CH3:4])=[O:7])[CH2:9][CH2:10]3)[CH2:19]2)=[O:25])[CH2:54][C:53]([O:52][CH3:51])=[O:64])=[CH:57][CH:58]=1.